Dataset: Peptide-MHC class II binding affinity with 134,281 pairs from IEDB. Task: Regression. Given a peptide amino acid sequence and an MHC pseudo amino acid sequence, predict their binding affinity value. This is MHC class II binding data. (1) The peptide sequence is YGNGILVGDNSFVSA. The MHC is HLA-DQA10201-DQB10301 with pseudo-sequence HLA-DQA10201-DQB10301. The binding affinity (normalized) is 0.437. (2) The peptide sequence is FNDIIHSIINMDADV. The MHC is DRB1_0301 with pseudo-sequence DRB1_0301. The binding affinity (normalized) is 0.117. (3) The peptide sequence is GIFLSVAAGNEAENA. The MHC is HLA-DPA10103-DPB10401 with pseudo-sequence HLA-DPA10103-DPB10401. The binding affinity (normalized) is 0.508. (4) The peptide sequence is VWREMHHLVEFEPPH. The MHC is DRB3_0202 with pseudo-sequence DRB3_0202. The binding affinity (normalized) is 0.402. (5) The peptide sequence is SAAPLRTITADTFRK. The MHC is DRB1_0401 with pseudo-sequence DRB1_0401. The binding affinity (normalized) is 0.346. (6) The peptide sequence is KGDEQKLRSAGEVEI. The MHC is DRB3_0202 with pseudo-sequence DRB3_0202. The binding affinity (normalized) is 0.0832.